Dataset: Experimentally validated miRNA-target interactions with 360,000+ pairs, plus equal number of negative samples. Task: Binary Classification. Given a miRNA mature sequence and a target amino acid sequence, predict their likelihood of interaction. (1) The miRNA is hsa-miR-548c-3p with sequence CAAAAAUCUCAAUUACUUUUGC. The protein sequence of the target gene is MEEMSGESVVSSAVPAAATRTTSFKGTSPSSKYVKLNVGGALYYTTMQTLTKQDTMLKAMFSGRMEVLTDSEGWILIDRCGKHFGTILNYLRDGAVPLPESRREIEELLAEAKYYLVQGLVEECQAALQNKDTYEPFCKVPVITSSKEEQKLIATSNKPAVKLLYNRSNNKYSYTSNSDDNMLKNIELFDKLSLRFNGRVLFIKDVIGDEICCWSFYGQGRKIAEVCCTSIVYATEKKQTKVEFPEARIYEETLNILLYEAQDGRGPDNALLEATGGAAGRSHHLDEDEERERIERVRRI.... Result: 1 (interaction). (2) The miRNA is hsa-miR-6798-3p with sequence CUACCCCCCAUCCCCCUGUAG. The protein sequence of the target gene is MDSVAFEDVAVNFTQEEWALLDPSQKNLYREVMQETLRNLTSIGKKWNNQYIEDEHQNPRRNLRRLIGERLSESKESHQHGEVLTQVPDDTLKKKTPGVQSYESSVCGEIGIGLSSLNRHLRAFSYSSSLAIHGRTHTGEKPYECKECGKAFRFPSSVRRHERIHSAKKPYECKQCGKAFSFPSSVRRHERIHSAKKPYECKQCGKALSYLVSFQTHMRMHTGERPHKCNICGKAFFSPSSLKRHEKSHTGEKRYKCKQCDKAFNCPSSFQYHERTHSGEKPYECTQCRKAFRSVKYLRV.... Result: 0 (no interaction). (3) The miRNA is ath-miR169a-5p with sequence CAGCCAAGGAUGACUUGCCGA. The protein sequence of the target gene is MAFRAICVLVGVFICSICVRGSSQPQARVYLTFDELRETKTSEYFSLSHQQLDYRILLMDEDQDRIYVGSKDHILSLNINNISQEPLSVFWPASTIKVEECKMAGKDPTHGCGNFVRVIQTFNRTHLYVCGSGAFSPVCTYLNRGRRSEDQVFMIDSKCESGKGRCSFNPNVNTVSVMINEELFSGMYIDFMGTDAAIFRSLTKRNAVRTDQHNSKWLSEPMFVDAHVIPDGTDPNDAKVYFFFKERLTDNNRSTKQIHSMIARICPNDTGGQRSLVNKWTTFLKARLVCSVTDEDGPET.... Result: 0 (no interaction). (4) The miRNA is mmu-miR-130b-3p with sequence CAGUGCAAUGAUGAAAGGGCAU. The protein sequence of the target gene is MLFLAFHAGSWGSWCCCCCVITADRPWDRGRRWQLEMADTPSVYETRFEAAVKVIQSLPKNGSFQPTNEMMLKFYSFYKQATEGPCKLSRPGFWDPIGRYKWDAWSSLGDMTKEEAMIAYVEEMKKIIETMPMTEKVEELLHVIGPFYEIVEDKKSSKSSDLTSDLGNVLTSSNAKAVNGKAESSDSGAESEEEEAQEELKGAEQSGSDDKKTLKKSADKNLEIIVTNGYKGSFVQDIQSDIHTDSSRSTRSSEDEKPGDESSQQTGHTIVCAHQDRNEDPSEDASGIHHLTSDSDSEVY.... Result: 1 (interaction). (5) The miRNA is hsa-miR-211-3p with sequence GCAGGGACAGCAAAGGGGUGC. The protein sequence of the target gene is MEAPAELLAALPALATALALLLAWLLVRRGAAASPEPARAPPEPAPPAEATGAPAPSRPCAPEPAASPAGPEEPGEPAGLGELGEPAGPGEPEGPGDPAAAPAEAEEQAVEARQEEEQDLDGEKGPSSEGPEEEDGEGFSFKYSPGKLRGNQYKKMMTKEELEEEQRVQKEQLAAIFKLMKDNKETFGEMSDGDVQEQLRLYDM. Result: 1 (interaction). (6) The miRNA is rno-miR-200a-5p with sequence CAUCUUACCGGACAGUGCUGG. The protein sequence of the target gene is MYGFVNHALELLVIRNYGPEVWEDIKKEAQLDEEGQFLVRIIYDDSKTYDLVAAASKVLNLNAGEILQMFGKMFFVFCQESGYDTILRVLGSNVREFLQNLDALHDHLATIYPGMRAPSFRCTDAEKGKGLILHYYSEREGLQDIVIGIIKTVAQQIHGTEIDMKVIQQRNEECDHTQFLIEEKESKEEDFYEDLDRFEENGTQESRISPYTFCKAFPFHIIFDRDLVVTQCGNAIYRVLPQLQPGNCSLLSVFSLVRPHIDISFHGILSHINTVFVLRSKEGLLDVEKLECEDELTGTE.... Result: 0 (no interaction). (7) The miRNA is hsa-miR-372-5p with sequence CCUCAAAUGUGGAGCACUAUUCU. The protein sequence of the target gene is MAASLVGKKIVFVTGNAKKLEEVVQILGDKFPCTLVAQKIDLPEYQGEPDEISIQKCQEAVRQVQGPVLVEDTCLCFNALGGLPGPYIKWFLEKLKPEGLHQLLAGFEDKSAYALCTFALSTGDPSQPVRLFRGRTSGRIVAPRGCQDFGWDPCFQPDGYEQTYAEMPKAEKNAVSHRFRALLELQEYFGSLAA. Result: 0 (no interaction). (8) Result: 0 (no interaction). The protein sequence of the target gene is MVARLTAFLVCLVFSLATLVQRGYGDTDGFNLEDALKETSSVKQRWDHFSTTTRRPVTTRAPANPAERWDHVATTTTRRPGTTRAPSNPMELDGFDLEDALDDRNDLDGPKKPSAGEAGGWSDKDLEDIVEGGGYKPDKNKGGGGYGSNDDPGSGISTETGTIAGVASALAMALIGAVSSYISYQQKKFCFSIQQGLNADYVKGENLEAVVCEEPQVTYSKQETQSAEPPPPEPPRI. The miRNA is hsa-miR-8068 with sequence UGUUUGUUGUAAGGAUCGUUGU. (9) The miRNA is hsa-miR-3169 with sequence UAGGACUGUGCUUGGCACAUAG. The protein sequence of the target gene is MSFGSEHYLCSASSYRKVFGDSSRLSARLSGPGGSGSFRSQSLSRSNVASTAACSSASSLGLGLAYRRLPASDGLDLSQAAARTNEYKIIRTNEKEQLQGLNDRFAVFIEKVHQLETQNRALEAELAALRQRHAEPSRVGELFQRELRELRAQLEEASSARAQALLERDGLAEEVQRLRARCEEESRGREGAERALKAQQRDVDGATLARLDLEKKVESLLDELAFVRQVHDEEVAELLATLQASSQAAAEVDVAVAKPDLTSALREIRAQYESLAAKNLQSAEEWYKSKFANLNEQAAR.... Result: 0 (no interaction).